Dataset: NCI-60 drug combinations with 297,098 pairs across 59 cell lines. Task: Regression. Given two drug SMILES strings and cell line genomic features, predict the synergy score measuring deviation from expected non-interaction effect. (1) Drug 1: C1=NC2=C(N=C(N=C2N1C3C(C(C(O3)CO)O)F)Cl)N. Drug 2: CC1=C(N=C(N=C1N)C(CC(=O)N)NCC(C(=O)N)N)C(=O)NC(C(C2=CN=CN2)OC3C(C(C(C(O3)CO)O)O)OC4C(C(C(C(O4)CO)O)OC(=O)N)O)C(=O)NC(C)C(C(C)C(=O)NC(C(C)O)C(=O)NCCC5=NC(=CS5)C6=NC(=CS6)C(=O)NCCC[S+](C)C)O. Cell line: LOX IMVI. Synergy scores: CSS=23.3, Synergy_ZIP=1.28, Synergy_Bliss=-0.160, Synergy_Loewe=-7.45, Synergy_HSA=-2.87. (2) Drug 1: C1CCC(CC1)NC(=O)N(CCCl)N=O. Drug 2: CC1CCC2CC(C(=CC=CC=CC(CC(C(=O)C(C(C(=CC(C(=O)CC(OC(=O)C3CCCCN3C(=O)C(=O)C1(O2)O)C(C)CC4CCC(C(C4)OC)O)C)C)O)OC)C)C)C)OC. Cell line: HCT116. Synergy scores: CSS=18.0, Synergy_ZIP=-13.7, Synergy_Bliss=-11.3, Synergy_Loewe=-7.59, Synergy_HSA=-5.91.